This data is from Full USPTO retrosynthesis dataset with 1.9M reactions from patents (1976-2016). The task is: Predict the reactants needed to synthesize the given product. The reactants are: [Cl:1][C:2]1[CH:3]=[C:4]([CH3:19])[C:5]2[O:10][CH:9]([C:11]3[CH:16]=[CH:15][CH:14]=[CH:13][CH:12]=3)[C:8](=O)[NH:7][C:6]=2[CH:18]=1.B.O1CCCC1.Cl.O. Given the product [Cl:1][C:2]1[CH:3]=[C:4]([CH3:19])[C:5]2[O:10][CH:9]([C:11]3[CH:16]=[CH:15][CH:14]=[CH:13][CH:12]=3)[CH2:8][NH:7][C:6]=2[CH:18]=1, predict the reactants needed to synthesize it.